This data is from Full USPTO retrosynthesis dataset with 1.9M reactions from patents (1976-2016). The task is: Predict the reactants needed to synthesize the given product. Given the product [Cl:30][CH:31]([C:35]1[CH:40]=[CH:39][CH:38]=[CH:37][CH:36]=1)[C:32]([N:16]1[CH2:15][C:14]2[CH:13]=[N:12][C:11]3[NH:10][N:9]=[C:8]([C:2]4[CH:3]=[CH:4][CH:5]=[CH:6][CH:7]=4)[C:20]=3[C:19]=2[CH2:18][CH2:17]1)=[O:33], predict the reactants needed to synthesize it. The reactants are: [Cl-].[C:2]1([C:8]2[C:20]3[C:19]4[CH2:18][CH2:17][NH2+:16][CH2:15][C:14]=4[CH:13]=[N:12][C:11]=3[NH:10][N:9]=2)[CH:7]=[CH:6][CH:5]=[CH:4][CH:3]=1.CCN(C(C)C)C(C)C.[Cl:30][CH:31]([C:35]1[CH:40]=[CH:39][CH:38]=[CH:37][CH:36]=1)[C:32](Cl)=[O:33].CN(C)C=O.